From a dataset of Peptide-MHC class I binding affinity with 185,985 pairs from IEDB/IMGT. Regression. Given a peptide amino acid sequence and an MHC pseudo amino acid sequence, predict their binding affinity value. This is MHC class I binding data. (1) The peptide sequence is GFKLRSAVM. The MHC is HLA-B07:02 with pseudo-sequence HLA-B07:02. The binding affinity (normalized) is 0.0847. (2) The peptide sequence is SITPNNLNK. The MHC is HLA-A11:01 with pseudo-sequence HLA-A11:01. The binding affinity (normalized) is 0.701. (3) The peptide sequence is QLKQRDALF. The MHC is HLA-A69:01 with pseudo-sequence HLA-A69:01. The binding affinity (normalized) is 0.0847. (4) The peptide sequence is NSHHYISM. The MHC is H-2-Kb with pseudo-sequence H-2-Kb. The binding affinity (normalized) is 0.408.